From a dataset of Forward reaction prediction with 1.9M reactions from USPTO patents (1976-2016). Predict the product of the given reaction. (1) Given the reactants [CH2:1]([N:3]1[C:7]2=[N:8][C:9]([CH2:32][CH3:33])=[C:10]([CH2:19][NH:20][C:21](C3C=C(C=CC=3)C(O)=O)=[O:22])[C:11]([NH:12][CH:13]3[CH2:18][CH2:17][O:16][CH2:15][CH2:14]3)=[C:6]2[CH:5]=[N:4]1)[CH3:2].[NH2:34][CH2:35][C:36]1[CH:41]=[CH:40][N:39]=[C:38]([C:42]2[CH:43]=[C:44]([CH2:48][CH:49]3[CH2:54][CH2:53][N:52](C(OC(C)(C)C)=O)[CH2:51][CH2:50]3)[CH:45]=[CH:46][CH:47]=2)[CH:37]=1.CN(C(ON1N=N[C:72]2[CH:73]=C[CH:75]=[CH:76][C:71]1=2)=[N+](C)C)C.F[P-](F)(F)(F)(F)F.[C:86]([OH:92])([C:88](F)(F)F)=O, predict the reaction product. The product is: [CH2:1]([N:3]1[C:7]2=[N:8][C:9]([CH2:32][CH3:33])=[C:10]([CH2:19][NH:20][C:21]([C:72]3[CH:71]=[CH:76][CH:75]=[C:88]([C:86]([NH:34][CH2:35][C:36]4[CH:41]=[CH:40][N:39]=[C:38]([C:42]5[CH:47]=[CH:46][CH:45]=[C:44]([CH2:48][CH:49]6[CH2:50][CH2:51][NH:52][CH2:53][CH2:54]6)[CH:43]=5)[CH:37]=4)=[O:92])[CH:73]=3)=[O:22])[C:11]([NH:12][CH:13]3[CH2:18][CH2:17][O:16][CH2:15][CH2:14]3)=[C:6]2[CH:5]=[N:4]1)[CH3:2]. (2) Given the reactants [NH2:1][C:2]1[CH:11]=[C:10]([F:12])[C:9]([F:13])=[CH:8][C:3]=1[C:4]([O:6][CH3:7])=[O:5].C1C(=O)N([Cl:21])C(=O)C1.O.C(Cl)Cl, predict the reaction product. The product is: [NH2:1][C:2]1[C:11]([Cl:21])=[C:10]([F:12])[C:9]([F:13])=[CH:8][C:3]=1[C:4]([O:6][CH3:7])=[O:5]. (3) Given the reactants [Cl:1][C:2]1[CH:9]=[CH:8][CH:7]=[C:6]([Cl:10])[C:3]=1[CH:4]=O.[NH2:11][C:12]1[CH:13]=[C:14]([CH:17]=[CH:18][C:19]=1[NH2:20])[C:15]#[N:16], predict the reaction product. The product is: [Cl:1][C:2]1[CH:9]=[CH:8][CH:7]=[C:6]([Cl:10])[C:3]=1[C:4]1[NH:11][C:12]2[CH:13]=[C:14]([C:15]#[N:16])[CH:17]=[CH:18][C:19]=2[N:20]=1. (4) Given the reactants Br.Cl[C:3]1[CH:4]=[C:5]([CH3:13])[C:6]2[N:7]([C:9]([NH2:12])=[N:10][N:11]=2)[N:8]=1.CN(C=O)C.[CH2:19]([NH:21][CH2:22][CH3:23])[CH3:20], predict the reaction product. The product is: [CH2:19]([N:21]([CH2:22][CH3:23])[C:3]1[CH:4]=[C:5]([CH3:13])[C:6]2[N:7]([C:9]([NH2:12])=[N:10][N:11]=2)[N:8]=1)[CH3:20]. (5) Given the reactants [CH3:1][C:2]1([CH3:26])[CH2:7][CH2:6][CH:5]([C:8]2[S:25][C:11]3[N:12]=[C:13]([CH3:24])[N:14]=[C:15]([CH2:16][NH:17][CH:18]4[CH2:23][CH2:22][O:21][CH2:20][CH2:19]4)[C:10]=3[CH:9]=2)[CH2:4][CH2:3]1.[O:27]1CC(O)O[CH2:29][CH:28]1O.ClCCCl.[BH-](OC(C)=O)(OC(C)=O)OC(C)=O.[Na+], predict the reaction product. The product is: [CH3:1][C:2]1([CH3:26])[CH2:7][CH2:6][CH:5]([C:8]2[S:25][C:11]3[N:12]=[C:13]([CH3:24])[N:14]=[C:15]([CH2:16][N:17]([CH:18]4[CH2:23][CH2:22][O:21][CH2:20][CH2:19]4)[CH2:29][CH2:28][OH:27])[C:10]=3[CH:9]=2)[CH2:4][CH2:3]1. (6) Given the reactants COC1C=C(OC)C=CC=1C[N:6]1[C:11](=[O:12])[C:10]2[CH:13]=[C:14]([CH2:16][CH3:17])[S:15][C:9]=2[N:8]([CH2:18][C:19]2[CH:24]=[CH:23][C:22]([C:25]3[CH:30]=[CH:29][CH:28]=[CH:27][C:26]=3[C:31]3[NH:35][C:34](=[O:36])[O:33][N:32]=3)=[CH:21][CH:20]=2)[C:7]1=[O:37].FC(F)(F)C(O)=O, predict the reaction product. The product is: [CH2:16]([C:14]1[S:15][C:9]2[N:8]([CH2:18][C:19]3[CH:24]=[CH:23][C:22]([C:25]4[CH:30]=[CH:29][CH:28]=[CH:27][C:26]=4[C:31]4[NH:35][C:34](=[O:36])[O:33][N:32]=4)=[CH:21][CH:20]=3)[C:7](=[O:37])[NH:6][C:11](=[O:12])[C:10]=2[CH:13]=1)[CH3:17].